This data is from Full USPTO retrosynthesis dataset with 1.9M reactions from patents (1976-2016). The task is: Predict the reactants needed to synthesize the given product. (1) The reactants are: [F:1][C:2]1[CH:18]=[CH:17][C:5]([C:6]([CH:8]2[CH2:15][C:11]3[S:12][CH:13]=[CH:14][C:10]=3[C:9]2=O)=O)=[CH:4][CH:3]=1.O.[NH2:20][NH2:21].C(O)(=O)C. Given the product [F:1][C:2]1[CH:18]=[CH:17][C:5]([C:6]2[C:8]3[CH2:15][C:11]4[S:12][CH:13]=[CH:14][C:10]=4[C:9]=3[NH:21][N:20]=2)=[CH:4][CH:3]=1, predict the reactants needed to synthesize it. (2) Given the product [CH:4]1([C@H:8]([NH:10][C:11]2[N:19]=[C:18]([C:20](=[NH:21])[O:2][CH3:1])[N:17]=[C:16]3[C:12]=2[N:13]([CH2:34][C@H:35]2[CH2:40][CH2:39][C@H:38]([CH3:41])[CH2:37][CH2:36]2)[C:14]([N:22]2[CH2:27][CH2:26][O:25][CH2:24][C@H:23]2[C:28]2[CH:33]=[CH:32][CH:31]=[CH:30][CH:29]=2)=[N:15]3)[CH3:9])[CH2:5][CH2:6][CH2:7]1, predict the reactants needed to synthesize it. The reactants are: [CH3:1][O-:2].[Na+].[CH:4]1([C@H:8]([NH:10][C:11]2[N:19]=[C:18]([C:20]#[N:21])[N:17]=[C:16]3[C:12]=2[N:13]([CH2:34][C@H:35]2[CH2:40][CH2:39][C@H:38]([CH3:41])[CH2:37][CH2:36]2)[C:14]([N:22]2[CH2:27][CH2:26][O:25][CH2:24][C@H:23]2[C:28]2[CH:33]=[CH:32][CH:31]=[CH:30][CH:29]=2)=[N:15]3)[CH3:9])[CH2:7][CH2:6][CH2:5]1. (3) Given the product [CH3:12][N:13]1[CH2:18][CH2:17][N:16]([CH2:19][C:20]2[CH:21]=[CH:22][C:23]([C:24]([NH:26][C:27]3[CH:32]=[CH:31][C:30]([CH3:33])=[C:29]([NH:34][C:35]4[N:40]=[C:39]([C:41]5[CH:42]=[N:43][CH:44]=[CH:45][CH:46]=5)[CH:38]=[CH:37][N:36]=4)[CH:28]=3)=[O:25])=[CH:47][CH:48]=2)[CH2:15][CH2:14]1.[S:8](=[O:10])(=[O:9])([O-:11])[NH2:7], predict the reactants needed to synthesize it. The reactants are: C1([NH:7][S:8](=[O:11])(=[O:10])[OH:9])CCCCC1.[CH3:12][N:13]1[CH2:18][CH2:17][N:16]([CH2:19][C:20]2[CH:48]=[CH:47][C:23]([C:24]([NH:26][C:27]3[CH:32]=[CH:31][C:30]([CH3:33])=[C:29]([NH:34][C:35]4[N:40]=[C:39]([C:41]5[CH:42]=[N:43][CH:44]=[CH:45][CH:46]=5)[CH:38]=[CH:37][N:36]=4)[CH:28]=3)=[O:25])=[CH:22][CH:21]=2)[CH2:15][CH2:14]1. (4) Given the product [Si:38]([O:22][C@@H:9]([C:6]1[CH:5]=[CH:4][C:3]([C:1]#[N:2])=[CH:8][CH:7]=1)[CH2:10][N:11]1[CH2:16][CH2:15][CH2:14][C@H:13]([C:17]([O:19][CH2:20][CH3:21])=[O:18])[CH2:12]1)([C:41]([CH3:44])([CH3:43])[CH3:42])([CH3:40])[CH3:39], predict the reactants needed to synthesize it. The reactants are: [C:1]([C:3]1[CH:8]=[CH:7][C:6]([C@H:9]([OH:22])[CH2:10][N:11]2[CH2:16][CH2:15][CH2:14][C@H:13]([C:17]([O:19][CH2:20][CH3:21])=[O:18])[CH2:12]2)=[CH:5][CH:4]=1)#[N:2].CCN(C(C)C)C(C)C.FC(F)(F)S(O[Si:38]([C:41]([CH3:44])([CH3:43])[CH3:42])([CH3:40])[CH3:39])(=O)=O. (5) Given the product [C:33]([C:37]1[CH:69]=[CH:68][C:40]([C:41]([NH:43][C:44]2[CH:45]=[CH:46][C:47]([C:50]3[CH:58]=[C:57]4[C:53]([CH2:54][N:55]([C@@H:60]([CH:65]([CH3:66])[CH3:67])[C:61]([OH:63])=[O:62])[C:56]4=[O:59])=[CH:52][CH:51]=3)=[CH:48][CH:49]=2)=[O:42])=[CH:39][CH:38]=1)([CH3:35])([CH3:34])[CH3:36], predict the reactants needed to synthesize it. The reactants are: C(NC1C=CC(C2C=C3C(CN([C@@H](C(C)C)C(O)=O)C3=O)=CC=2)=CC=1)(=O)C1C=CC=CC=1.[C:33]([C:37]1[CH:69]=[CH:68][C:40]([C:41]([NH:43][C:44]2[CH:49]=[CH:48][C:47]([C:50]3[CH:58]=[C:57]4[C:53]([CH2:54][N:55]([C@@H:60]([CH:65]([CH3:67])[CH3:66])[C:61]([O:63]C)=[O:62])[C:56]4=[O:59])=[CH:52][CH:51]=3)=[CH:46][CH:45]=2)=[O:42])=[CH:39][CH:38]=1)([CH3:36])([CH3:35])[CH3:34]. (6) Given the product [C:38]([O:37][C:36]([NH:35][C:33]1[N:34]=[C:29]([C:27]([NH:26][CH2:25][C:24]2[CH:43]=[CH:44][C:21]([NH:20][C:15]([C:10]3[CH:11]=[CH:12][CH:13]=[CH:14][C:9]=3[C:6]3[CH:7]=[CH:8][C:3]([C:2]([F:19])([F:18])[F:1])=[CH:4][CH:5]=3)=[O:16])=[CH:22][CH:23]=2)=[O:28])[CH:30]=[CH:31][CH:32]=1)=[O:42])([CH3:41])([CH3:39])[CH3:40], predict the reactants needed to synthesize it. The reactants are: [F:1][C:2]([F:19])([F:18])[C:3]1[CH:8]=[CH:7][C:6]([C:9]2[C:10]([C:15](Cl)=[O:16])=[CH:11][CH:12]=[CH:13][CH:14]=2)=[CH:5][CH:4]=1.[NH2:20][C:21]1[CH:44]=[CH:43][C:24]([CH2:25][NH:26][C:27]([C:29]2[N:34]=[C:33]([NH:35][C:36](=[O:42])[O:37][C:38]([CH3:41])([CH3:40])[CH3:39])[CH:32]=[CH:31][CH:30]=2)=[O:28])=[CH:23][CH:22]=1.C(N(CC)CC)C.C(OCC)(=O)C. (7) Given the product [CH2:1]([O:3][C:4]([C:6]1[N:11]=[C:10]([I:12])[C:9]2[N:13]=[C:14]([C:16]3[CH:21]=[CH:20][CH:19]=[CH:18][CH:17]=3)[S:15][C:8]=2[C:7]=1[O:22][CH2:23][C:24]1[CH:29]=[CH:28][CH:27]=[CH:26][CH:25]=1)=[O:5])[CH3:2], predict the reactants needed to synthesize it. The reactants are: [CH2:1]([O:3][C:4]([C:6]1[N:11]=[C:10]([I:12])[C:9]2[N:13]=[C:14]([C:16]3[CH:21]=[CH:20][CH:19]=[CH:18][CH:17]=3)[S:15][C:8]=2[C:7]=1[OH:22])=[O:5])[CH3:2].[CH2:23](Br)[C:24]1[CH:29]=[CH:28][CH:27]=[CH:26][CH:25]=1.C(=O)([O-])[O-].[K+].[K+]. (8) Given the product [Cl:1][C:2]1[CH:3]=[C:4]([CH:26]=[CH:27][C:28]=1[F:29])[CH2:5][NH:6][C:7]1[S:8][C:9](=[CH:13][C:14]2[CH:23]=[CH:22][C:21]3[C:16](=[C:17]([O:38][CH:35]([CH3:37])[CH3:36])[CH:18]=[CH:19][N:20]=3)[N:15]=2)[C:10](=[O:12])[N:11]=1, predict the reactants needed to synthesize it. The reactants are: [Cl:1][C:2]1[CH:3]=[C:4]([CH:26]=[CH:27][C:28]=1[F:29])[CH2:5][NH:6][C:7]1[S:8][C:9](=[CH:13][C:14]2[N:15]=[C:16]3[C:21](=[CH:22][CH:23]=2)[N:20]=[CH:19][C:18](C#N)=[CH:17]3)[C:10](=[O:12])[N:11]=1.C(O[Na])(C)=O.[CH:35]([O:38]C1C=CN=C2C=1N=C(C=O)C=C2)([CH3:37])[CH3:36].